From a dataset of NCI-60 drug combinations with 297,098 pairs across 59 cell lines. Regression. Given two drug SMILES strings and cell line genomic features, predict the synergy score measuring deviation from expected non-interaction effect. (1) Drug 1: CC(CN1CC(=O)NC(=O)C1)N2CC(=O)NC(=O)C2. Drug 2: C1CN(CCN1C(=O)CCBr)C(=O)CCBr. Cell line: SK-MEL-28. Synergy scores: CSS=16.4, Synergy_ZIP=-3.30, Synergy_Bliss=6.99, Synergy_Loewe=5.68, Synergy_HSA=6.17. (2) Drug 1: COC1=NC(=NC2=C1N=CN2C3C(C(C(O3)CO)O)O)N. Drug 2: C1=CN(C=N1)CC(O)(P(=O)(O)O)P(=O)(O)O. Cell line: SNB-19. Synergy scores: CSS=2.07, Synergy_ZIP=1.53, Synergy_Bliss=3.28, Synergy_Loewe=1.62, Synergy_HSA=1.06. (3) Drug 1: CC1=CC=C(C=C1)C2=CC(=NN2C3=CC=C(C=C3)S(=O)(=O)N)C(F)(F)F. Drug 2: C1CCC(C(C1)N)N.C(=O)(C(=O)[O-])[O-].[Pt+4]. Cell line: NCI-H322M. Synergy scores: CSS=3.46, Synergy_ZIP=-2.20, Synergy_Bliss=-0.000506, Synergy_Loewe=-3.85, Synergy_HSA=-1.59.